From a dataset of NCI-60 drug combinations with 297,098 pairs across 59 cell lines. Regression. Given two drug SMILES strings and cell line genomic features, predict the synergy score measuring deviation from expected non-interaction effect. (1) Drug 1: C1CC(=O)NC(=O)C1N2CC3=C(C2=O)C=CC=C3N. Drug 2: C(CC(=O)O)C(=O)CN.Cl. Cell line: HCC-2998. Synergy scores: CSS=2.93, Synergy_ZIP=-5.40, Synergy_Bliss=-7.35, Synergy_Loewe=-9.47, Synergy_HSA=-7.67. (2) Drug 1: C1=CC=C(C(=C1)C(C2=CC=C(C=C2)Cl)C(Cl)Cl)Cl. Drug 2: COC1=C2C(=CC3=C1OC=C3)C=CC(=O)O2. Cell line: HOP-62. Synergy scores: CSS=-1.78, Synergy_ZIP=0.102, Synergy_Bliss=0.295, Synergy_Loewe=-3.50, Synergy_HSA=-2.34. (3) Drug 1: C1CC(=O)NC(=O)C1N2C(=O)C3=CC=CC=C3C2=O. Drug 2: CC1CCCC2(C(O2)CC(NC(=O)CC(C(C(=O)C(C1O)C)(C)C)O)C(=CC3=CSC(=N3)C)C)C. Cell line: SF-295. Synergy scores: CSS=49.9, Synergy_ZIP=2.04, Synergy_Bliss=1.18, Synergy_Loewe=-16.3, Synergy_HSA=0.838.